Dataset: Experimental lipophilicity measurements (octanol/water distribution) for 4,200 compounds from AstraZeneca. Task: Regression/Classification. Given a drug SMILES string, predict its absorption, distribution, metabolism, or excretion properties. Task type varies by dataset: regression for continuous measurements (e.g., permeability, clearance, half-life) or binary classification for categorical outcomes (e.g., BBB penetration, CYP inhibition). For this dataset (lipophilicity_astrazeneca), we predict Y. The drug is CC1(C)COCc2sc(N3CCN(C(=O)[C@@H]4CCCC[C@H]4C(=O)NC4(C#N)CC4)CC3)nc21. The Y is 2.40 logD.